Dataset: Peptide-MHC class I binding affinity with 185,985 pairs from IEDB/IMGT. Task: Regression. Given a peptide amino acid sequence and an MHC pseudo amino acid sequence, predict their binding affinity value. This is MHC class I binding data. (1) The peptide sequence is RVRAYTYSK. The MHC is HLA-A68:02 with pseudo-sequence HLA-A68:02. The binding affinity (normalized) is 0.0494. (2) The peptide sequence is ALIARCWYL. The MHC is HLA-A02:01 with pseudo-sequence HLA-A02:01. The binding affinity (normalized) is 1.00. (3) The peptide sequence is CVFKFIVAK. The MHC is HLA-A26:03 with pseudo-sequence HLA-A26:03. The binding affinity (normalized) is 0.0847. (4) The peptide sequence is RRQWVLAFR. The MHC is HLA-B40:01 with pseudo-sequence HLA-B40:01. The binding affinity (normalized) is 0.0847. (5) The peptide sequence is APGKSLGTL. The MHC is HLA-A01:01 with pseudo-sequence HLA-A01:01. The binding affinity (normalized) is 0.213. (6) The peptide sequence is FPHTELANL. The MHC is HLA-B18:01 with pseudo-sequence HLA-B18:01. The binding affinity (normalized) is 0.441.